This data is from Reaction yield outcomes from USPTO patents with 853,638 reactions. The task is: Predict the reaction yield, written as a fraction of the theoretical maximum amount of product (1.0 means a 100% yield; for example, 0.34 means a 34% yield). (1) The reactants are [CH:1]1([C:6]2[NH:14][C:13]3[C:12](=[O:15])[N:11]([CH2:16][CH2:17][CH3:18])[C:10](Cl)=[N:9][C:8]=3[N:7]=2)[CH2:5][CH2:4][CH2:3][CH2:2]1.[H-].[Na+].[CH3:22][OH:23]. No catalyst specified. The product is [CH:1]1([C:6]2[NH:14][C:13]3[C:12](=[O:15])[N:11]([CH2:16][CH2:17][CH3:18])[C:10]([O:23][CH3:22])=[N:9][C:8]=3[N:7]=2)[CH2:5][CH2:4][CH2:3][CH2:2]1. The yield is 0.220. (2) The reactants are S(Cl)(Cl)=O.[Cl:5][C:6]1[CH:7]=[C:8]([C:15]([CH3:20])([CH3:19])[C:16]([OH:18])=O)[CH:9]=[CH:10][C:11]=1[N+:12]([O-:14])=[O:13].C(N(C(C)C)CC)(C)C.[CH2:30]([NH:34][CH2:35][CH:36]([CH3:38])[CH3:37])[CH:31]([CH3:33])[CH3:32]. The catalyst is ClCCl. The product is [Cl:5][C:6]1[CH:7]=[C:8]([C:15]([CH3:20])([CH3:19])[C:16]([N:34]([CH2:35][CH:36]([CH3:38])[CH3:37])[CH2:30][CH:31]([CH3:33])[CH3:32])=[O:18])[CH:9]=[CH:10][C:11]=1[N+:12]([O-:14])=[O:13]. The yield is 0.820. (3) The reactants are [F:1][C:2]1[CH:7]=[CH:6][CH:5]=[C:4]([F:8])[C:3]=1[N:9]1[C:14]2[N:15]=[C:16](S(C)=O)[N:17]=[C:18]([C:19]3[CH:20]=[C:21]([CH:32]=[CH:33][C:34]=3[CH3:35])[C:22]([NH:24][C:25]3[CH:30]=[CH:29][C:28]([F:31])=[CH:27][CH:26]=3)=[O:23])[C:13]=2[CH:12]=[CH:11][C:10]1=[O:39].[CH3:40][N:41]([CH3:45])[CH2:42][CH2:43][NH2:44]. The catalyst is C(Cl)Cl. The product is [F:1][C:2]1[CH:7]=[CH:6][CH:5]=[C:4]([F:8])[C:3]=1[N:9]1[C:14]2[N:15]=[C:16]([NH:44][CH2:43][CH2:42][N:41]([CH3:45])[CH3:40])[N:17]=[C:18]([C:19]3[CH:20]=[C:21]([CH:32]=[CH:33][C:34]=3[CH3:35])[C:22]([NH:24][C:25]3[CH:30]=[CH:29][C:28]([F:31])=[CH:27][CH:26]=3)=[O:23])[C:13]=2[CH:12]=[CH:11][C:10]1=[O:39]. The yield is 0.720. (4) The reactants are [O:1]([C:8]1[CH:13]=[CH:12][C:11]([N:14]=[C:15]=[O:16])=[CH:10][CH:9]=1)[C:2]1[CH:7]=[CH:6][CH:5]=[CH:4][CH:3]=1.[N:17]1[C:22]2[CH:23]=[CH:24][S:25][C:21]=2[C:20]([N:26]2[CH2:31][CH2:30][CH:29]([NH2:32])[CH2:28][CH2:27]2)=[N:19][CH:18]=1. The catalyst is C(Cl)Cl. The product is [O:1]([C:8]1[CH:13]=[CH:12][C:11]([NH:14][C:15]([NH:32][CH:29]2[CH2:30][CH2:31][N:26]([C:20]3[C:21]4[S:25][CH:24]=[CH:23][C:22]=4[N:17]=[CH:18][N:19]=3)[CH2:27][CH2:28]2)=[O:16])=[CH:10][CH:9]=1)[C:2]1[CH:3]=[CH:4][CH:5]=[CH:6][CH:7]=1. The yield is 0.700. (5) The reactants are C([Si](C)(C)[O:6][CH2:7][CH2:8][N:9]1[C:17]2[C:12](=[CH:13][C:14]([CH3:35])=[C:15]([NH:18][C:19]([C:21]3[C@H:26]([C:27]4[CH:32]=[CH:31][C:30]([F:33])=[CH:29][CH:28]=4)[CH2:25][C:24](=[O:34])[NH:23][CH:22]=3)=[O:20])[CH:16]=2)[CH:11]=[N:10]1)(C)(C)C. The catalyst is C(O)(=O)C.O.C1COCC1. The product is [OH:6][CH2:7][CH2:8][N:9]1[C:17]2[C:12](=[CH:13][C:14]([CH3:35])=[C:15]([NH:18][C:19]([C:21]3[C@H:26]([C:27]4[CH:28]=[CH:29][C:30]([F:33])=[CH:31][CH:32]=4)[CH2:25][C:24](=[O:34])[NH:23][CH:22]=3)=[O:20])[CH:16]=2)[CH:11]=[N:10]1. The yield is 0.706. (6) The reactants are C([Li])CCC.N1CCCCC1.[Br:12][C:13]1[CH:14]=[C:15]([C:20](N2CCCCC2)=[O:21])[C:16](C)=[N:17][CH:18]=1.[CH2:28]([NH:35][CH2:36][C:37]#N)[C:29]1[CH:34]=[CH:33][CH:32]=[CH:31][CH:30]=1. The catalyst is C1COCC1.[NH4+].[Cl-]. The product is [CH2:28]([N:35]1[CH2:36][CH2:37][C:16]2[N:17]=[CH:18][C:13]([Br:12])=[CH:14][C:15]=2[C:20]1=[O:21])[C:29]1[CH:30]=[CH:31][CH:32]=[CH:33][CH:34]=1. The yield is 0.416. (7) The reactants are [C:1]1(=[O:15])[C:14]2[C:5](=[N:6][CH:7]=[C:8]3[C:13]=2[CH:12]=[CH:11][CH:10]=[CH:9]3)[CH:4]=[CH:3][CH2:2]1.[Br:16]Br.O. The catalyst is C(O)(=O)C. The product is [Br:16][CH:2]1[CH:3]=[CH:4][C:5]2[C:14](=[C:13]3[C:8](=[CH:7][N:6]=2)[CH:9]=[CH:10][CH:11]=[CH:12]3)[C:1]1=[O:15]. The yield is 0.908. (8) The reactants are [F:1][C:2]([F:18])([F:17])[C:3]1[O:7][N:6]=[C:5]([C:8]2[S:12][C:11]([C:13]([OH:15])=O)=[CH:10][CH:9]=2)[C:4]=1[CH3:16].[NH:19]1[CH2:24][CH2:23][C@@H:22]([OH:25])[C@@H:21]([OH:26])[CH2:20]1. No catalyst specified. The product is [CH3:16][C:4]1[C:5]([C:8]2[S:12][C:11]([C:13]([N:19]3[CH2:24][CH2:23][C@@H:22]([OH:25])[C@@H:21]([OH:26])[CH2:20]3)=[O:15])=[CH:10][CH:9]=2)=[N:6][O:7][C:3]=1[C:2]([F:1])([F:18])[F:17]. The yield is 0.810. (9) The reactants are C(OC([N:8]1[CH2:13][CH2:12][N:11]([C:14]([C:16]2[C:17]3[C:31](/[CH:32]=[CH:33]/[C:34]4[CH:39]=[CH:38][C:37]([C:40]([N:42]5[CH2:47][CH2:46][CH2:45][CH2:44][CH2:43]5)=[O:41])=[CH:36][CH:35]=4)=[N:30][N:29](C4CCCCO4)[C:18]=3[N:19]=[C:20]([C:22]3[CH:27]=[CH:26][C:25]([OH:28])=[CH:24][CH:23]=3)[CH:21]=2)=[O:15])[CH2:10][CH2:9]1)=O)(C)(C)C.Cl.C(OCC)C. The catalyst is CO.O1CCOCC1. The product is [OH:28][C:25]1[CH:26]=[CH:27][C:22]([C:20]2[N:19]=[C:18]3[NH:29][N:30]=[C:31](/[CH:32]=[CH:33]/[C:34]4[CH:35]=[CH:36][C:37]([C:40]([N:42]5[CH2:43][CH2:44][CH2:45][CH2:46][CH2:47]5)=[O:41])=[CH:38][CH:39]=4)[C:17]3=[C:16]([C:14]([N:11]3[CH2:10][CH2:9][NH:8][CH2:13][CH2:12]3)=[O:15])[CH:21]=2)=[CH:23][CH:24]=1. The yield is 0.820. (10) The reactants are [Cl:1][C:2]1[CH:3]=[C:4]([S:8](Cl)(=[O:10])=[O:9])[S:5][C:6]=1[Cl:7].[C:12]1([CH2:22][NH2:23])[C:21]2[C:16](=[CH:17][CH:18]=[CH:19][CH:20]=2)[CH:15]=[CH:14][CH:13]=1.CCN(CC)CC. The catalyst is C(Cl)Cl.O. The product is [Cl:1][C:2]1[CH:3]=[C:4]([S:8]([NH:23][CH2:22][C:12]2[C:21]3[C:16](=[CH:17][CH:18]=[CH:19][CH:20]=3)[CH:15]=[CH:14][CH:13]=2)(=[O:10])=[O:9])[S:5][C:6]=1[Cl:7]. The yield is 0.910.